This data is from Reaction yield outcomes from USPTO patents with 853,638 reactions. The task is: Predict the reaction yield, written as a fraction of the theoretical maximum amount of product (1.0 means a 100% yield; for example, 0.34 means a 34% yield). (1) The product is [CH3:26][O:27][C:28](=[O:36])[C:29]1[CH:34]=[CH:33][C:32]([NH:35][C:8](=[O:10])[CH:7]([C:11]2[CH:16]=[CH:15][C:14]([N+:17]([O-:19])=[O:18])=[CH:13][CH:12]=2)[CH2:6][CH:1]2[CH2:2][CH2:3][CH2:4][CH2:5]2)=[N:31][CH:30]=1. The catalyst is C(Cl)Cl.CN(C)C=O.O1CCCC1. The yield is 0.446. The reactants are [CH:1]1([CH2:6][CH:7]([C:11]2[CH:16]=[CH:15][C:14]([N+:17]([O-:19])=[O:18])=[CH:13][CH:12]=2)[C:8]([OH:10])=O)[CH2:5][CH2:4][CH2:3][CH2:2]1.C(Cl)(=O)C(Cl)=O.[CH3:26][O:27][C:28](=[O:36])[C:29]1[CH:34]=[CH:33][C:32]([NH2:35])=[N:31][CH:30]=1.C(N(CC)C(C)C)(C)C. (2) The reactants are [Cl:1][C:2]1[CH:7]=[CH:6][C:5]([F:8])=[CH:4][C:3]=1[CH:9]1[CH2:14][CH2:13][N:12]([C:15]([C:17]2[C:25]3[CH2:24][CH2:23][N:22](C(OC(C)(C)C)=O)[CH2:21][C:20]=3[NH:19][N:18]=2)=[O:16])[CH2:11][CH2:10]1.Cl. The catalyst is C(Cl)Cl. The product is [ClH:1].[Cl:1][C:2]1[CH:7]=[CH:6][C:5]([F:8])=[CH:4][C:3]=1[CH:9]1[CH2:14][CH2:13][N:12]([C:15]([C:17]2[C:25]3[CH2:24][CH2:23][NH:22][CH2:21][C:20]=3[NH:19][N:18]=2)=[O:16])[CH2:11][CH2:10]1. The yield is 0.870. (3) The reactants are [CH3:1][O:2][C:3]1[C:4]2[CH2:12][NH:11][CH2:10][CH2:9][C:5]=2[N:6]=[CH:7][N:8]=1.Br[C:14]1[CH:15]=[N:16][CH:17]=[C:18]([C:20]([F:23])([F:22])[F:21])[CH:19]=1.C(=O)([O-])[O-].[Cs+].[Cs+].CC(C1C=C(C(C)C)C(C2C=CC=CC=2P(C2CCCCC2)C2CCCCC2)=C(C(C)C)C=1)C. The catalyst is C1C=CC(/C=C/C(/C=C/C2C=CC=CC=2)=O)=CC=1.C1C=CC(/C=C/C(/C=C/C2C=CC=CC=2)=O)=CC=1.C1C=CC(/C=C/C(/C=C/C2C=CC=CC=2)=O)=CC=1.[Pd].[Pd].O1CCOCC1. The product is [CH3:1][O:2][C:3]1[C:4]2[CH2:12][N:11]([C:14]3[CH:15]=[N:16][CH:17]=[C:18]([C:20]([F:23])([F:22])[F:21])[CH:19]=3)[CH2:10][CH2:9][C:5]=2[N:6]=[CH:7][N:8]=1. The yield is 0.340. (4) The reactants are [CH3:1][O:2][C:3](=[O:13])[CH2:4][CH2:5][CH2:6][CH:7]1[CH2:12][CH2:11][NH:10][CH2:9][CH2:8]1.C([O-])([O-])=O.[K+].[K+].I[CH2:21][CH2:22][CH2:23][CH2:24][N:25]1[C:33](=[O:34])[CH:32]2[CH:27]([CH:28]=[CH:29][CH:30]=[CH:31]2)[C:26]1=[O:35]. The catalyst is CC(C)=O. The product is [CH3:1][O:2][C:3](=[O:13])[CH2:4][CH2:5][CH2:6][CH:7]1[CH2:12][CH2:11][N:10]([CH2:21][CH2:22][CH2:23][CH2:24][N:25]2[C:33](=[O:34])[CH:32]3[CH:27]([CH:28]=[CH:29][CH:30]=[CH:31]3)[C:26]2=[O:35])[CH2:9][CH2:8]1. The yield is 0.400. (5) The reactants are [CH3:1][C:2]1[O:6][N:5]=[C:4]([C:7]2[CH:12]=[CH:11][CH:10]=[CH:9][CH:8]=2)[C:3]=1[C:13]([NH:15][NH2:16])=[O:14].[F:17][C:18]1[CH:26]=[C:25]([F:27])[CH:24]=[CH:23][C:19]=1[C:20](O)=O. No catalyst specified. The product is [F:17][C:18]1[CH:26]=[C:25]([F:27])[CH:24]=[CH:23][C:19]=1[C:20]1[O:14][C:13]([C:3]2[C:4]([C:7]3[CH:12]=[CH:11][CH:10]=[CH:9][CH:8]=3)=[N:5][O:6][C:2]=2[CH3:1])=[N:15][N:16]=1. The yield is 0.640.